This data is from Catalyst prediction with 721,799 reactions and 888 catalyst types from USPTO. The task is: Predict which catalyst facilitates the given reaction. (1) Reactant: [C:1]([O:5][C:6]([NH:8][C@H:9]([CH2:14][C:15]1[CH:20]=[CH:19][C:18]([B:21]2[O:25][C:24]([CH3:27])([CH3:26])[C:23]([CH3:29])([CH3:28])[O:22]2)=[CH:17][CH:16]=1)[C:10](OC)=[O:11])=[O:7])([CH3:4])([CH3:3])[CH3:2].[BH4-].[Li+]. The catalyst class is: 7. Product: [OH:11][CH2:10][C@H:9]([NH:8][C:6](=[O:7])[O:5][C:1]([CH3:4])([CH3:3])[CH3:2])[CH2:14][C:15]1[CH:16]=[CH:17][C:18]([B:21]2[O:25][C:24]([CH3:26])([CH3:27])[C:23]([CH3:29])([CH3:28])[O:22]2)=[CH:19][CH:20]=1. (2) Reactant: [C:1]1([C:7]2[C:15]([CH3:16])=[C:14]([CH3:17])[CH:13]=[C:12]3[C:8]=2[CH:9]=[CH:10][CH2:11]3)[CH:6]=[CH:5][CH:4]=[CH:3][CH:2]=1.O.[Br:19]N1C(=O)CCC1=O. Product: [Br:19][C:10]1[CH2:11][C:12]2[C:8]([CH:9]=1)=[C:7]([C:1]1[CH:6]=[CH:5][CH:4]=[CH:3][CH:2]=1)[C:15]([CH3:16])=[C:14]([CH3:17])[CH:13]=2. The catalyst class is: 16. (3) Reactant: [CH3:1][S:2]([C:5]1[CH:10]=[C:9]([C@@H:11]([NH:15][C:16]([C:18]2[C:19]3[CH:26]=[N:25][N:24]([C:27]4[CH:32]=[CH:31][C:30]([F:33])=[CH:29][CH:28]=4)[C:20]=3[CH:21]=[N:22][CH:23]=2)=[O:17])[CH2:12][CH:13]=[O:14])[CH:8]=[CH:7][N:6]=1)(=[O:4])=[O:3].ClC(Cl)C.C(O[BH-](OC(=O)C)OC(=O)C)(=O)C.[Na+]. Product: [OH:14][CH2:13][CH2:12][C@H:11]([NH:15][C:16]([C:18]1[C:19]2[CH:26]=[N:25][N:24]([C:27]3[CH:28]=[CH:29][C:30]([F:33])=[CH:31][CH:32]=3)[C:20]=2[CH:21]=[N:22][CH:23]=1)=[O:17])[C:9]1[CH:8]=[CH:7][N:6]=[C:5]([S:2]([CH3:1])(=[O:3])=[O:4])[CH:10]=1. The catalyst class is: 23. (4) Reactant: CC([O:4][C@@H:5]1[C:19](=[O:20])[C@H:18]2[C@@:8]([CH3:27])([CH2:9][CH2:10][C@@H:11]3[C@:17]2([CH3:21])[CH2:16][C@@H:15]([C:22]2[CH:23]=[CH:24][O:25][CH:26]=2)[O:14][C:12]3=[O:13])[C@H:7]([C:28]([O:30][CH3:31])=[O:29])[CH2:6]1)=O.C(=O)([O-])[O-].[Na+].[Na+].O. Product: [CH3:27][C@:8]12[C@H:7]([C:28]([O:30][CH3:31])=[O:29])[CH2:6][C@H:5]([OH:4])[C:19](=[O:20])[C@@H:18]1[C@:17]1([CH3:21])[C@H:11]([C:12]([O:14][C@H:15]([C:22]3[CH:23]=[CH:24][O:25][CH:26]=3)[CH2:16]1)=[O:13])[CH2:10][CH2:9]2. The catalyst class is: 5. (5) Reactant: [CH:1]1([NH:4][C:5]2[N:10]3[N:11]=[C:12]([C:17]4[CH:22]=[CH:21][C:20]([O:23][CH3:24])=[CH:19][CH:18]=4)[C:13]([C:14](=[O:16])[CH3:15])=[C:9]3[CH:8]=[CH:7][CH:6]=2)[CH2:3][CH2:2]1.C(O[CH:30](OC(C)(C)C)[N:31]([CH3:33])[CH3:32])(C)(C)C. Product: [CH:1]1([NH:4][C:5]2[N:10]3[N:11]=[C:12]([C:17]4[CH:18]=[CH:19][C:20]([O:23][CH3:24])=[CH:21][CH:22]=4)[C:13]([C:14](=[O:16])/[CH:15]=[CH:30]/[N:31]([CH3:33])[CH3:32])=[C:9]3[CH:8]=[CH:7][CH:6]=2)[CH2:3][CH2:2]1. The catalyst class is: 6.